Dataset: Reaction yield outcomes from USPTO patents with 853,638 reactions. Task: Predict the reaction yield, written as a fraction of the theoretical maximum amount of product (1.0 means a 100% yield; for example, 0.34 means a 34% yield). (1) The reactants are C(O[C:4](=[O:22])[CH2:5][C:6]1[NH:10][C:9]2[CH:11]=[C:12]([N:15]3[CH2:20][CH2:19][N:18]([CH3:21])[CH2:17][CH2:16]3)[CH:13]=[CH:14][C:8]=2[N:7]=1)C.[NH2:23][C:24]1[CH:31]=[CH:30][CH:29]=[C:28]([F:32])[C:25]=1[C:26]#[N:27].C[Si]([N-][Si](C)(C)C)(C)C.[K+].[K]. The catalyst is C1COCC1. The product is [NH2:27][C:26]1[C:25]2[C:24](=[CH:31][CH:30]=[CH:29][C:28]=2[F:32])[NH:23][C:4](=[O:22])[C:5]=1[C:6]1[NH:10][C:9]2[CH:11]=[C:12]([N:15]3[CH2:16][CH2:17][N:18]([CH3:21])[CH2:19][CH2:20]3)[CH:13]=[CH:14][C:8]=2[N:7]=1. The yield is 0.479. (2) The reactants are [O:1]1[C:5]2[CH:6]=[CH:7][C:8]([CH2:10][O:11][C:12]3[CH:20]=[CH:19][CH:18]=[C:14]([C:15]([OH:17])=O)[C:13]=3[C:21]([OH:23])=O)=[CH:9][C:4]=2[O:3][CH2:2]1.Cl.[NH2:25][CH:26]1[CH2:32][CH2:31][C:30](=[O:33])[NH:29][C:27]1=[O:28]. The catalyst is N1C=CC=CC=1. The product is [O:1]1[C:5]2[CH:6]=[CH:7][C:8]([CH2:10][O:11][C:12]3[CH:20]=[CH:19][CH:18]=[C:14]4[C:13]=3[C:21](=[O:23])[N:25]([CH:26]3[CH2:32][CH2:31][C:30](=[O:33])[NH:29][C:27]3=[O:28])[C:15]4=[O:17])=[CH:9][C:4]=2[O:3][CH2:2]1. The yield is 0.290. (3) The reactants are [C:1]([NH2:9])(=[S:8])[C:2]1[CH:7]=[CH:6][CH:5]=[CH:4][CH:3]=1.Br[CH2:11][C:12]([C:14]1[CH:19]=[CH:18][C:17]([CH2:20][CH2:21][NH:22][C:23](=[O:25])[CH3:24])=[CH:16][CH:15]=1)=O. The catalyst is C(O)C. The product is [C:2]1([C:1]2[S:8][CH:11]=[C:12]([C:14]3[CH:19]=[CH:18][C:17]([CH2:20][CH2:21][NH:22][C:23](=[O:25])[CH3:24])=[CH:16][CH:15]=3)[N:9]=2)[CH:7]=[CH:6][CH:5]=[CH:4][CH:3]=1. The yield is 1.00. (4) The reactants are [F:1][C:2]1[CH:11]=[C:10]2[C:5]([CH:6]([C:12]([OH:14])=[O:13])[CH2:7][CH2:8][O:9]2)=[CH:4][CH:3]=1.[CH2:15]1COCC1. The catalyst is CO.S(=O)(=O)(O)O.C(OCC)(=O)C.C(=O)(O)[O-].[Na+]. The product is [F:1][C:2]1[CH:11]=[C:10]2[C:5]([CH:6]([C:12]([O:14][CH3:15])=[O:13])[CH2:7][CH2:8][O:9]2)=[CH:4][CH:3]=1. The yield is 0.987.